The task is: Predict which catalyst facilitates the given reaction.. This data is from Catalyst prediction with 721,799 reactions and 888 catalyst types from USPTO. Reactant: [Cl:1][C:2]1[C:3]([I:12])=[C:4]([CH2:8][C:9]([OH:11])=[O:10])[CH:5]=[CH:6][CH:7]=1.OS(O)(=O)=O.[CH3:18][CH2:19]O. Product: [Cl:1][C:2]1[C:3]([I:12])=[C:4]([CH2:8][C:9]([O:11][CH2:18][CH3:19])=[O:10])[CH:5]=[CH:6][CH:7]=1. The catalyst class is: 25.